The task is: Predict the product of the given reaction.. This data is from Forward reaction prediction with 1.9M reactions from USPTO patents (1976-2016). (1) Given the reactants C(OC([N:8]1[CH2:13][CH2:12][O:11][C@@H:10]([C:14]2[CH:19]=[CH:18][CH:17]=[CH:16][CH:15]=2)[CH2:9]1)=O)(C)(C)C, predict the reaction product. The product is: [C:14]1([C@@H:10]2[O:11][CH2:12][CH2:13][NH:8][CH2:9]2)[CH:15]=[CH:16][CH:17]=[CH:18][CH:19]=1. (2) Given the reactants Cl[CH:2]([C:5]1[CH:10]=[CH:9][CH:8]=[C:7]([N+:11]([O-:13])=[O:12])[CH:6]=1)[CH2:3][CH3:4].[CH3:14][S-:15].[Na+].O, predict the reaction product. The product is: [CH3:14][S:15][CH:2]([C:5]1[CH:10]=[CH:9][CH:8]=[C:7]([N+:11]([O-:13])=[O:12])[CH:6]=1)[CH2:3][CH3:4]. (3) Given the reactants [Br:1][C:2]1[N:3]([CH:12]([CH3:14])[CH3:13])[CH:4]=[C:5]([C:7]([O:9][CH2:10][CH3:11])=[O:8])[N:6]=1.[Li+].CC([N-]C(C)C)C.[Cl:23][C:24]1[CH:31]=[CH:30][C:27]([CH:28]=[O:29])=[CH:26][CH:25]=1.[NH4+].[Cl-], predict the reaction product. The product is: [Br:1][C:2]1[N:3]([CH:12]([CH3:13])[CH3:14])[C:4]([CH:28]([C:27]2[CH:30]=[CH:31][C:24]([Cl:23])=[CH:25][CH:26]=2)[OH:29])=[C:5]([C:7]([O:9][CH2:10][CH3:11])=[O:8])[N:6]=1. (4) Given the reactants [NH:1]1[CH2:6][CH2:5][CH:4]([C:7]([OH:9])=[O:8])[CH2:3][CH2:2]1.[CH3:10][C:11]([O:14][C:15](O[C:15]([O:14][C:11]([CH3:13])([CH3:12])[CH3:10])=[O:16])=[O:16])([CH3:13])[CH3:12].CCOC(C)=O, predict the reaction product. The product is: [C:11]([O:14][C:15]([N:1]1[CH2:6][CH2:5][CH:4]([C:7]([OH:9])=[O:8])[CH2:3][CH2:2]1)=[O:16])([CH3:13])([CH3:12])[CH3:10].